Dataset: Full USPTO retrosynthesis dataset with 1.9M reactions from patents (1976-2016). Task: Predict the reactants needed to synthesize the given product. Given the product [CH3:43][C:32]1[CH:31]=[C:30]([S:29][CH2:2][CH2:3][CH:4]([C:9]2[S:10][C:11]3[CH:18]=[C:17]([C:19]([F:22])([F:21])[F:20])[CH:16]=[CH:15][C:12]=3[C:13]=2[CH3:14])[CH2:5][CH2:6][O:7][CH3:8])[CH:35]=[CH:34][C:33]=1[O:36][CH2:37][C:38]([O:40][CH2:41][CH3:42])=[O:39], predict the reactants needed to synthesize it. The reactants are: Br[CH2:2][CH2:3][CH:4]([C:9]1[S:10][C:11]2[CH:18]=[C:17]([C:19]([F:22])([F:21])[F:20])[CH:16]=[CH:15][C:12]=2[C:13]=1[CH3:14])[CH2:5][CH2:6][O:7][CH3:8].C(=O)([O-])[O-].[Cs+].[Cs+].[SH:29][C:30]1[CH:35]=[CH:34][C:33]([O:36][CH2:37][C:38]([O:40][CH2:41][CH3:42])=[O:39])=[C:32]([CH3:43])[CH:31]=1.